Dataset: Full USPTO retrosynthesis dataset with 1.9M reactions from patents (1976-2016). Task: Predict the reactants needed to synthesize the given product. (1) Given the product [Cl:1][C:2]1[O:3][C:4]([C:12]2[CH:13]=[CH:14][C:15]([C:18]([F:21])([F:19])[F:20])=[CH:16][CH:17]=2)=[C:5]([CH:7]=[O:8])[N:6]=1, predict the reactants needed to synthesize it. The reactants are: [Cl:1][C:2]1[O:3][C:4]([C:12]2[CH:17]=[CH:16][C:15]([C:18]([F:21])([F:20])[F:19])=[CH:14][CH:13]=2)=[C:5]([CH:7](OC)[O:8]C)[N:6]=1.C(O)(=O)C(O)=O.O.Cl. (2) Given the product [CH3:1][O:2][C:3]1[CH:4]=[CH:5][CH:6]=[C:7]2[C:12]=1[C:11](=[O:13])[NH:10][C:9]([C:14]([NH2:18])=[O:16])=[CH:8]2, predict the reactants needed to synthesize it. The reactants are: [CH3:1][O:2][C:3]1[CH:4]=[CH:5][CH:6]=[C:7]2[C:12]=1[C:11](=[O:13])[NH:10][C:9]([C:14]([O:16]C)=O)=[CH:8]2.[NH3:18].CO. (3) Given the product [CH:22]([NH:26][C:2]1[CH:7]=[CH:6][C:5]([C:8]([F:11])([F:10])[F:9])=[CH:4][C:3]=1[N+:12]([O-:14])=[O:13])([CH2:24][CH3:25])[CH3:23], predict the reactants needed to synthesize it. The reactants are: F[C:2]1[CH:7]=[CH:6][C:5]([C:8]([F:11])([F:10])[F:9])=[CH:4][C:3]=1[N+:12]([O-:14])=[O:13].CN1CCCC1=O.[CH:22]([NH2:26])([CH2:24][CH3:25])[CH3:23]. (4) Given the product [OH:10][CH:8]1[N:7]([C:11]2[C:20]3[C:15](=[CH:16][CH:17]=[CH:18][CH:19]=3)[C:14]([C:21]#[N:22])=[CH:13][CH:12]=2)[C:6](=[O:23])[N:5]2[CH2:4][CH2:3][C@@H:2]([OH:1])[C@@H:9]12, predict the reactants needed to synthesize it. The reactants are: [OH:1][C@H:2]1[C@@H:9]2[N:5]([C:6](=[O:23])[N:7]([C:11]3[C:20]4[C:15](=[CH:16][CH:17]=[CH:18][CH:19]=4)[C:14]([C:21]#[N:22])=[CH:13][CH:12]=3)[C:8]2=[O:10])[CH2:4][CH2:3]1.CN1C(=O)N(C)CCC1. (5) Given the product [Br:26][C:9]1[CH:8]=[C:7]([C:6]2[C:2]([CH3:1])=[N:3][O:4][C:5]=2[CH3:25])[C:15]2[O:16][CH2:17][CH:18]([C:19]3[CH:20]=[CH:21][CH:22]=[CH:23][CH:24]=3)[N:13]3[C:14]=2[C:10]=1[CH:11]=[N:12]3, predict the reactants needed to synthesize it. The reactants are: [CH3:1][C:2]1[C:6]([C:7]2[C:15]3[O:16][CH2:17][CH:18]([C:19]4[CH:24]=[CH:23][CH:22]=[CH:21][CH:20]=4)[N:13]4[C:14]=3[C:10]([CH:11]=[N:12]4)=[CH:9][CH:8]=2)=[C:5]([CH3:25])[O:4][N:3]=1.[Br:26]N1C(=O)CCC1=O. (6) The reactants are: [CH2:1]([O:8][CH2:9][C:10]1[CH:14]=[C:13]([C:15]([OH:17])=O)[N:12]([CH3:18])[N:11]=1)[C:2]1[CH:7]=[CH:6][CH:5]=[CH:4][CH:3]=1.[CH2:19]([O:26][CH2:27][C:28]1N(C)[N:31]=[C:30](C(O)=O)[CH:29]=1)C1C=CC=CC=1.Cl.O1CCC(CN)C1.C(N(CC)CC)C.ON1C2C=CC=CC=2N=N1.Cl.C(N=C=NCCCN(C)C)C. Given the product [O:26]1[CH2:27][CH2:28][CH:29]([CH2:30][NH:31][C:15]([C:13]2[N:12]([CH3:18])[N:11]=[C:10]([CH2:9][O:8][CH2:1][C:2]3[CH:3]=[CH:4][CH:5]=[CH:6][CH:7]=3)[CH:14]=2)=[O:17])[CH2:19]1, predict the reactants needed to synthesize it.